This data is from Peptide-MHC class II binding affinity with 134,281 pairs from IEDB. The task is: Regression. Given a peptide amino acid sequence and an MHC pseudo amino acid sequence, predict their binding affinity value. This is MHC class II binding data. (1) The peptide sequence is TNIRQAGVQYSR. The MHC is DRB1_1101 with pseudo-sequence DRB1_1101. The binding affinity (normalized) is 0.250. (2) The peptide sequence is DKDAFGGVYSGPSLLD. The MHC is DRB1_0301 with pseudo-sequence DRB1_0301. The binding affinity (normalized) is 0. (3) The binding affinity (normalized) is 0.203. The MHC is DRB1_1101 with pseudo-sequence DRB1_1101. The peptide sequence is ALLPRAGAAAAAALP. (4) The peptide sequence is NIVVNVFNQLDQPLL. The MHC is DRB1_0301 with pseudo-sequence DRB1_0301. The binding affinity (normalized) is 0.124. (5) The peptide sequence is VFLGSAHGIPKVPPG. The MHC is DRB1_0405 with pseudo-sequence DRB1_0405. The binding affinity (normalized) is 0.0425. (6) The peptide sequence is SGREVIDAMCHATLT. The MHC is HLA-DQA10501-DQB10402 with pseudo-sequence HLA-DQA10501-DQB10402. The binding affinity (normalized) is 0.435.